Predict the reactants needed to synthesize the given product. From a dataset of Full USPTO retrosynthesis dataset with 1.9M reactions from patents (1976-2016). (1) Given the product [CH3:1][C:2]1[C:6]([C:7]2[CH:8]=[C:9]([C:34]([OH:36])=[O:35])[C:10]3[NH:11][C:12]4[C:17]([C:18]=3[CH:19]=2)=[C:16]([C:20]([N:22]2[CH2:23][C@H:24]([CH3:29])[O:25][C@H:26]([CH3:28])[CH2:27]2)=[O:21])[CH:15]=[C:14]([C:30]([F:31])([F:33])[F:32])[CH:13]=4)=[C:5]([CH3:38])[O:4][N:3]=1, predict the reactants needed to synthesize it. The reactants are: [CH3:1][C:2]1[C:6]([C:7]2[CH:8]=[C:9]([C:34]([O:36]C)=[O:35])[C:10]3[NH:11][C:12]4[C:17]([C:18]=3[CH:19]=2)=[C:16]([C:20]([N:22]2[CH2:27][C@H:26]([CH3:28])[O:25][C@H:24]([CH3:29])[CH2:23]2)=[O:21])[CH:15]=[C:14]([C:30]([F:33])([F:32])[F:31])[CH:13]=4)=[C:5]([CH3:38])[O:4][N:3]=1.O.[OH-].[Li+]. (2) Given the product [Cl:1][C:2]1[CH:31]=[CH:30][C:5]([CH2:6][C:7]2[N:8]=[C:9]([C:23]3[CH:28]=[CH:27][N:26]=[C:25]([CH3:29])[CH:24]=3)[S:10][C:11]=2[C:12]2[NH:16][CH:15]=[N:14][N:13]=2)=[CH:4][CH:3]=1, predict the reactants needed to synthesize it. The reactants are: [Cl:1][C:2]1[CH:31]=[CH:30][C:5]([CH2:6][C:7]2[N:8]=[C:9]([C:23]3[CH:28]=[CH:27][N:26]=[C:25]([CH3:29])[CH:24]=3)[S:10][C:11]=2[C:12]2[N:16]=[CH:15][N:14](C3CCCCO3)[N:13]=2)=[CH:4][CH:3]=1.Cl.O1CCOCC1. (3) The reactants are: [CH2:1]([N:8]1[C:12]2[CH:13]=[CH:14][CH:15]=[CH:16][C:11]=2[N:10]=[C:9]1[C:17]1[N:18]=[C:19]([NH:27][CH:28]2[CH2:33][CH2:32][NH:31][CH2:30][CH2:29]2)[C:20]2[N:21]([C:23]([CH3:26])=[N:24][N:25]=2)[CH:22]=1)[C:2]1[CH:7]=[CH:6][CH:5]=[CH:4][CH:3]=1.[CH3:34]CN(C(C)C)C(C)C.C=O. Given the product [CH2:1]([N:8]1[C:12]2[CH:13]=[CH:14][CH:15]=[CH:16][C:11]=2[N:10]=[C:9]1[C:17]1[N:18]=[C:19]([NH:27][CH:28]2[CH2:33][CH2:32][N:31]([CH3:34])[CH2:30][CH2:29]2)[C:20]2[N:21]([C:23]([CH3:26])=[N:24][N:25]=2)[CH:22]=1)[C:2]1[CH:7]=[CH:6][CH:5]=[CH:4][CH:3]=1, predict the reactants needed to synthesize it. (4) Given the product [CH3:1][O:2][C:3]([CH:5]1[CH2:10][CH2:9][N:8]([C:11]2[CH:16]=[C:15]([NH:30][CH2:29][CH2:28][C:22]3[CH:23]=[CH:24][C:25]([Cl:27])=[CH:26][C:21]=3[Cl:20])[N:14]=[C:13]([O:18][CH3:19])[N:12]=2)[CH2:7][CH2:6]1)=[O:4], predict the reactants needed to synthesize it. The reactants are: [CH3:1][O:2][C:3]([CH:5]1[CH2:10][CH2:9][N:8]([C:11]2[CH:16]=[C:15](Cl)[N:14]=[C:13]([O:18][CH3:19])[N:12]=2)[CH2:7][CH2:6]1)=[O:4].[Cl:20][C:21]1[CH:26]=[C:25]([Cl:27])[CH:24]=[CH:23][C:22]=1[CH2:28][CH2:29][NH2:30].C(=O)(O)[O-].[Na+].CN1CCCC1=O. (5) Given the product [CH3:1][O:2][CH2:3][CH2:4][N:5]1[CH2:6][CH2:7][N:8]([C:11]2[CH:29]=[CH:28][C:14]3[NH:15][C:16]([C:18]4[CH:19]=[C:20]([NH2:25])[C:21]([NH2:24])=[CH:22][CH:23]=4)=[N:17][C:13]=3[CH:12]=2)[CH2:9][CH2:10]1, predict the reactants needed to synthesize it. The reactants are: [CH3:1][O:2][CH2:3][CH2:4][N:5]1[CH2:10][CH2:9][N:8]([C:11]2[CH:29]=[CH:28][C:14]3[NH:15][C:16]([C:18]4[CH:23]=[CH:22][C:21]([NH2:24])=[C:20]([N+:25]([O-])=O)[CH:19]=4)=[N:17][C:13]=3[CH:12]=2)[CH2:7][CH2:6]1. (6) Given the product [NH2:21][C:9]1[N:8]=[C:7]([NH:1][CH2:2][C:3]([NH2:5])=[O:4])[CH:12]=[C:11]([C:13]2[CH:18]=[CH:17][CH:16]=[C:15]([CH3:19])[C:14]=2[CH3:20])[N:10]=1, predict the reactants needed to synthesize it. The reactants are: [NH2:1][CH2:2][C:3]([NH2:5])=[O:4].Cl[C:7]1[CH:12]=[C:11]([C:13]2[CH:18]=[CH:17][CH:16]=[C:15]([CH3:19])[C:14]=2[CH3:20])[N:10]=[C:9]([NH2:21])[N:8]=1.